Task: Predict the reactants needed to synthesize the given product.. Dataset: Full USPTO retrosynthesis dataset with 1.9M reactions from patents (1976-2016) The reactants are: C([O:4][CH2:5][C:6]([CH3:19])([CH3:18])[CH2:7][O:8][C:9]1[CH:14]=[CH:13][CH:12]=[C:11]([NH2:15])[C:10]=1[C:16]#[N:17])(=O)C.O=[C:21]([CH3:28])[CH2:22][C:23]([O:25][CH2:26][CH3:27])=[O:24]. Given the product [NH2:17][C:16]1[C:10]2[C:11](=[CH:12][CH:13]=[CH:14][C:9]=2[O:8][CH2:7][C:6]([CH3:18])([CH3:19])[CH2:5][OH:4])[N:15]=[C:21]([CH3:28])[C:22]=1[C:23]([O:25][CH2:26][CH3:27])=[O:24], predict the reactants needed to synthesize it.